This data is from Catalyst prediction with 721,799 reactions and 888 catalyst types from USPTO. The task is: Predict which catalyst facilitates the given reaction. (1) Reactant: [C:1]([Cl:4])(Cl)=[O:2].[CH:5]([NH:8][NH:9][C:10](=[O:12])[CH3:11])([CH3:7])[CH3:6]. Product: [CH:5]([N:8]([C:1]([Cl:4])=[O:2])[NH:9][C:10](=[O:12])[CH3:11])([CH3:7])[CH3:6]. The catalyst class is: 11. (2) Reactant: [Cl:1][C:2]1[C:10]2[C:5](=[CH:6][CH:7]=[CH:8][CH:9]=2)[NH:4][C:3]=1[C:11]([NH:13][OH:14])=[NH:12].[C:15](OC(=O)C)(=O)[CH3:16]. Product: [Cl:1][C:2]1[C:10]2[C:5](=[CH:6][CH:7]=[CH:8][CH:9]=2)[NH:4][C:3]=1[C:11]1[N:12]=[C:15]([CH3:16])[O:14][N:13]=1. The catalyst class is: 15. (3) Reactant: [Cl:1][C:2]1[CH:3]=[C:4]([NH:17][CH2:18][N:19](SC)[C:20]#[N:21])[CH:5]=[CH:6][C:7]=1[N:8]1C=C[C:11](=O)[N:10](C)[C:9]1=[O:16].[NH2:24][NH2:25]. Product: [NH2:21][C:20]1[NH:25][N:24]=[C:18]([NH:17][C:4]2[CH:5]=[CH:6][C:7]([NH:8][C:9]([NH:10][CH3:11])=[O:16])=[C:2]([Cl:1])[CH:3]=2)[N:19]=1. The catalyst class is: 14. (4) Reactant: C(Cl)Cl.C(OC(=O)[NH:10][CH2:11][CH2:12][CH2:13][NH:14][C:15]([C:17]1[CH:18]=[C:19]([C:24]2[CH:29]=[CH:28][C:27]([C:30]3[CH:35]=[CH:34][CH:33]=[CH:32][CH:31]=3)=[CH:26][CH:25]=2)[C:20]([Cl:23])=[CH:21][CH:22]=1)=[O:16])(C)(C)C.FC(F)(F)C(O)=O. Product: [NH2:10][CH2:11][CH2:12][CH2:13][NH:14][C:15]([C:17]1[CH:18]=[C:19]([C:24]2[CH:29]=[CH:28][C:27]([C:30]3[CH:35]=[CH:34][CH:33]=[CH:32][CH:31]=3)=[CH:26][CH:25]=2)[C:20]([Cl:23])=[CH:21][CH:22]=1)=[O:16]. The catalyst class is: 6. (5) Reactant: [Cl:1][C:2]1[CH:3]=[C:4]([C:10]2([C:27]([F:30])([F:29])[F:28])[O:14][N:13]=[C:12]([C:15]3[N:16]4[C:20]([C:21]([C:24](O)=[O:25])=[CH:22][CH:23]=3)=[CH:19][CH:18]=[CH:17]4)[CH2:11]2)[CH:5]=[C:6]([Cl:9])[C:7]=1[Cl:8].CCN(C(C)C)C(C)C.CN(C(ON1N=NC2C=CC=NC1=2)=[N+](C)C)C.F[P-](F)(F)(F)(F)F.Cl.[NH2:65][CH2:66][C:67]1[CH:68]=[CH:69][C:70]2[C:74]([CH2:77][F:78])([CH2:75][F:76])[O:73][B:72]([OH:79])[C:71]=2[CH:80]=1. Product: [F:78][CH2:77][C:74]1([CH2:75][F:76])[O:73][B:72]([OH:79])[C:71]2[CH:80]=[C:67]([CH2:66][NH:65][C:24]([C:21]3[C:20]4[N:16]([CH:17]=[CH:18][CH:19]=4)[C:15]([C:12]4[CH2:11][C:10]([C:4]5[CH:3]=[C:2]([Cl:1])[C:7]([Cl:8])=[C:6]([Cl:9])[CH:5]=5)([C:27]([F:30])([F:29])[F:28])[O:14][N:13]=4)=[CH:23][CH:22]=3)=[O:25])[CH:68]=[CH:69][C:70]1=2. The catalyst class is: 3. (6) Reactant: C[O:2][C:3](=[O:33])[C:4]([C:7]1[C:15]2[C:10](=[CH:11][CH:12]=[C:13]([F:16])[CH:14]=2)[N:9]([NH:17][C:18]([C:20]2[C:21]([CH3:32])=[N:22][C:23]([C:26]3[CH:31]=[CH:30][CH:29]=[CH:28][N:27]=3)=[N:24][CH:25]=2)=[O:19])[CH:8]=1)([CH3:6])[CH3:5].[OH-].[Na+]. Product: [F:16][C:13]1[CH:14]=[C:15]2[C:10](=[CH:11][CH:12]=1)[N:9]([NH:17][C:18]([C:20]1[C:21]([CH3:32])=[N:22][C:23]([C:26]3[CH:31]=[CH:30][CH:29]=[CH:28][N:27]=3)=[N:24][CH:25]=1)=[O:19])[CH:8]=[C:7]2[C:4]([CH3:6])([CH3:5])[C:3]([OH:33])=[O:2]. The catalyst class is: 5. (7) Reactant: [Cl:1][C:2]1[CH:7]=[CH:6][C:5]([CH2:8][N:9]2[C:13]3[CH:14](O)[CH2:15][CH2:16][C:12]=3[N:11]=[C:10]2[CH:18]2[CH2:20][CH2:19]2)=[CH:4][CH:3]=1.[CH2:21]([O:23][C:24]([CH:26]([C:32]([O:34][CH2:35][CH3:36])=[O:33])[C:27]([O:29][CH2:30][CH3:31])=[O:28])=[O:25])[CH3:22].CP(C)C.N(C(OC(C)C)=O)=NC(OC(C)C)=O. Product: [CH2:35]([O:34][C:32]([C:26]([CH:14]1[C:13]2[N:9]([CH2:8][C:5]3[CH:6]=[CH:7][C:2]([Cl:1])=[CH:3][CH:4]=3)[C:10]([CH:18]3[CH2:20][CH2:19]3)=[N:11][C:12]=2[CH2:16][CH2:15]1)([C:24]([O:23][CH2:21][CH3:22])=[O:25])[C:27]([O:29][CH2:30][CH3:31])=[O:28])=[O:33])[CH3:36]. The catalyst class is: 359.